From a dataset of Catalyst prediction with 721,799 reactions and 888 catalyst types from USPTO. Predict which catalyst facilitates the given reaction. (1) Reactant: [CH2:1]([O:8][C:9]1[CH:14]=[CH:13][NH:12][C:11](=[O:15])[CH:10]=1)[C:2]1[CH:7]=[CH:6][CH:5]=[CH:4][CH:3]=1.Br[C:17]1[CH:18]=[CH:19][C:20]2[N:24]=[C:23]([CH2:25][CH3:26])[N:22]([CH3:27])[C:21]=2[CH:28]=1.C(=O)([O-])[O-].[K+].[K+].CNCCNC.N. Product: [CH2:1]([O:8][C:9]1[CH:14]=[CH:13][N:12]([C:17]2[CH:18]=[CH:19][C:20]3[N:24]=[C:23]([CH2:25][CH3:26])[N:22]([CH3:27])[C:21]=3[CH:28]=2)[C:11](=[O:15])[CH:10]=1)[C:2]1[CH:3]=[CH:4][CH:5]=[CH:6][CH:7]=1. The catalyst class is: 419. (2) Reactant: C(NC(C)C)(C)C.C([Li])CCC.[CH3:13][N:14]1[CH2:18][CH2:17][CH2:16][C:15]1=[O:19].[C:20](OCC)(=[O:22])[CH3:21]. Product: [C:20]([CH:16]1[CH2:17][CH2:18][N:14]([CH3:13])[C:15]1=[O:19])(=[O:22])[CH3:21]. The catalyst class is: 134. (3) Reactant: [NH:1]1[CH2:6][CH2:5][O:4][CH2:3][CH2:2]1.C(N(CC)CC)C.[Br:14][C:15]1[CH:20]=[CH:19][C:18]([S:21](Cl)(=[O:23])=[O:22])=[CH:17][CH:16]=1. Product: [Br:14][C:15]1[CH:20]=[CH:19][C:18]([S:21]([N:1]2[CH2:6][CH2:5][O:4][CH2:3][CH2:2]2)(=[O:23])=[O:22])=[CH:17][CH:16]=1. The catalyst class is: 4. (4) Reactant: [Cl:1][C:2]1[CH:7]=[C:6]([O:8][C:9]2[CH:14]=[CH:13][C:12]([F:15])=[CH:11][C:10]=2[F:16])[CH:5]=[CH:4][C:3]=1[C:17]1([CH3:20])[CH2:19][O:18]1.N1C=[CH:24][N:23]=[N:22]1.[OH-].[Na+].[CH3:28][N:29]1C(=O)CCC1. Product: [Cl:1][C:2]1[CH:7]=[C:6]([O:8][C:9]2[CH:14]=[CH:13][C:12]([F:15])=[CH:11][C:10]=2[F:16])[CH:5]=[CH:4][C:3]=1[C:17]([OH:18])([CH3:20])[CH2:19][N:23]1[CH:24]=[N:29][CH:28]=[N:22]1. The catalyst class is: 237. (5) Reactant: [C:1]([C@@:3]1([CH3:21])[CH2:7][CH2:6][C@@H:5]([NH:8][C:9](=[O:18])[O:10][CH2:11][C:12]2[CH:17]=[CH:16][CH:15]=[CH:14][CH:13]=2)[C:4]1([CH3:20])[CH3:19])#[N:2]. Product: [NH2:2][CH2:1][C@@:3]1([CH3:21])[CH2:7][CH2:6][C@@H:5]([NH:8][C:9](=[O:18])[O:10][CH2:11][C:12]2[CH:13]=[CH:14][CH:15]=[CH:16][CH:17]=2)[C:4]1([CH3:20])[CH3:19]. The catalyst class is: 1. (6) Reactant: FC(F)(F)C(O)=O.C(OC(=O)[NH:14][C:15]1[CH:20]=[CH:19][C:18]([C:21]2([CH2:35][C:36]3[CH:41]=[CH:40][CH:39]=[CH:38][CH:37]=3)[CH2:25][C:24](=[O:26])[N:23]([CH2:27][C:28]3[CH:33]=[CH:32][CH:31]=[CH:30][CH:29]=3)[C:22]2=[O:34])=[CH:17][CH:16]=1)(C)(C)C.[Li+].[OH-]. Product: [NH2:14][C:15]1[CH:20]=[CH:19][C:18]([C:21]2([CH2:35][C:36]3[CH:37]=[CH:38][CH:39]=[CH:40][CH:41]=3)[CH2:25][C:24](=[O:26])[N:23]([CH2:27][C:28]3[CH:33]=[CH:32][CH:31]=[CH:30][CH:29]=3)[C:22]2=[O:34])=[CH:17][CH:16]=1. The catalyst class is: 2. (7) Reactant: [CH2:1]([N:4]([C:21]1[S:22][CH:23]=[CH:24][N:25]=1)[S:5]([C:8]1[CH:9]=[N:10][C:11]([N:14]2[CH2:18][CH2:17][C@@H:16](O)[C:15]2=[O:20])=[CH:12][CH:13]=1)(=[O:7])=[O:6])[CH:2]=[CH2:3].C(N(C(C)C)CC)(C)C.S(OS(C(F)(F)F)(=O)=O)(C(F)(F)F)(=O)=O.[Cl:50][C:51]1[CH:52]=[C:53]2[C:58](=[CH:59][CH:60]=1)[NH:57][CH2:56][CH2:55][CH2:54]2. Product: [CH2:1]([N:4]([C:21]1[S:22][CH:23]=[CH:24][N:25]=1)[S:5]([C:8]1[CH:9]=[N:10][C:11]([N:14]2[CH2:18][CH2:17][C@H:16]([N:57]3[C:58]4[C:53](=[CH:52][C:51]([Cl:50])=[CH:60][CH:59]=4)[CH2:54][CH2:55][CH2:56]3)[C:15]2=[O:20])=[CH:12][CH:13]=1)(=[O:7])=[O:6])[CH:2]=[CH2:3]. The catalyst class is: 2.